From a dataset of Forward reaction prediction with 1.9M reactions from USPTO patents (1976-2016). Predict the product of the given reaction. (1) Given the reactants [C:1]([Si:5]([CH3:28])([CH3:27])[O:6][C@H:7]([C:20]1[CH:21]=[N:22][C:23]([Cl:26])=[CH:24][CH:25]=1)[CH2:8]OS(C1C=CC(C)=CC=1)(=O)=O)([CH3:4])([CH3:3])[CH3:2].[NH2:29][C:30]([CH3:42])([CH3:41])[CH2:31][C:32]1[CH:37]=[CH:36][C:35]([N+:38]([O-:40])=[O:39])=[CH:34][CH:33]=1, predict the reaction product. The product is: [C:1]([Si:5]([CH3:27])([CH3:28])[O:6][C@H:7]([C:20]1[CH:21]=[N:22][C:23]([Cl:26])=[CH:24][CH:25]=1)[CH2:8][NH:29][C:30]([CH3:42])([CH3:41])[CH2:31][C:32]1[CH:33]=[CH:34][C:35]([N+:38]([O-:40])=[O:39])=[CH:36][CH:37]=1)([CH3:2])([CH3:3])[CH3:4]. (2) Given the reactants [CH2:1]([N:3]([CH2:13][CH3:14])[C:4](=[O:12])[C:5]1[CH:10]=[CH:9][CH:8]=[CH:7][C:6]=1[Cl:11])[CH3:2].[Cl:15][CH2:16][Si:17](Cl)([CH3:19])[CH3:18], predict the reaction product. The product is: [CH2:13]([N:3]([CH2:1][CH3:2])[C:4](=[O:12])[C:5]1[C:10]([Si:17]([CH2:16][Cl:15])([CH3:19])[CH3:18])=[CH:9][CH:8]=[CH:7][C:6]=1[Cl:11])[CH3:14]. (3) Given the reactants [F:1][C:2]1[CH:7]=[CH:6][C:5]([C:8]2[C:20]([CH:21]=[O:22])=[C:11]3[CH:12]=[CH:13][C:14]([C:16]([F:19])([F:18])[F:17])=[CH:15][N:10]3[N:9]=2)=[CH:4][CH:3]=1.[C:23]([Mg]Br)#[CH:24].O.Cl, predict the reaction product. The product is: [F:1][C:2]1[CH:3]=[CH:4][C:5]([C:8]2[C:20]([CH:21]([OH:22])[C:23]#[CH:24])=[C:11]3[CH:12]=[CH:13][C:14]([C:16]([F:19])([F:18])[F:17])=[CH:15][N:10]3[N:9]=2)=[CH:6][CH:7]=1. (4) Given the reactants [Br:1][C:2]1[CH:8]=[CH:7][CH:6]=[CH:5][C:3]=1[NH2:4].[N+:9]([O-])([O-:11])=[O:10].[K+].O.N, predict the reaction product. The product is: [Br:1][C:2]1[CH:8]=[CH:7][C:6]([N+:9]([O-:11])=[O:10])=[CH:5][C:3]=1[NH2:4]. (5) Given the reactants [CH:1]1([N:7]([CH2:21][CH:22]=O)[CH:8]2[CH2:13][CH2:12][N:11]([C:14]([O:16][C:17]([CH3:20])([CH3:19])[CH3:18])=[O:15])[CH2:10][CH2:9]2)[CH2:6][CH2:5][CH2:4][CH2:3][CH2:2]1.Cl.[CH3:25][NH:26][O:27][CH3:28].C(O[BH-](OC(=O)C)OC(=O)C)(=O)C.[Na+].CO, predict the reaction product. The product is: [CH:1]1([N:7]([CH2:21][CH2:22][N:26]([O:27][CH3:28])[CH3:25])[CH:8]2[CH2:9][CH2:10][N:11]([C:14]([O:16][C:17]([CH3:19])([CH3:20])[CH3:18])=[O:15])[CH2:12][CH2:13]2)[CH2:2][CH2:3][CH2:4][CH2:5][CH2:6]1. (6) The product is: [CH2:13]([O:1][C:2]1[CH:3]=[CH:4][C:5]([CH2:8][CH2:9][CH2:22][CH2:23][OH:24])=[CH:6][CH:7]=1)[C:14]1[CH:19]=[CH:18][CH:17]=[CH:16][CH:15]=1. Given the reactants [OH:1][C:2]1[CH:7]=[CH:6][C:5]([CH2:8][CH2:9]O)=[CH:4][CH:3]=1.[OH-].[K+].[CH2:13](Br)[C:14]1[CH:19]=[CH:18][CH:17]=[CH:16][CH:15]=1.C1C[O:24][CH2:23][CH2:22]1, predict the reaction product. (7) The product is: [F:34][C:19]([F:18])([F:35])[O:20][C:21]1[CH:22]=[CH:23][C:24]([CH2:25][CH:26]2[CH2:31][CH2:30][N:29]([CH2:2][C:3]([NH:5][C@@H:6]3[CH2:11][O:10][C:9]4=[N:12][C:13]([N+:15]([O-:17])=[O:16])=[CH:14][N:8]4[CH2:7]3)=[O:4])[CH2:28][CH2:27]2)=[CH:32][CH:33]=1. Given the reactants Cl[CH2:2][C:3]([NH:5][C@@H:6]1[CH2:11][O:10][C:9]2=[N:12][C:13]([N+:15]([O-:17])=[O:16])=[CH:14][N:8]2[CH2:7]1)=[O:4].[F:18][C:19]([F:35])([F:34])[O:20][C:21]1[CH:33]=[CH:32][C:24]([CH2:25][CH:26]2[CH2:31][CH2:30][NH:29][CH2:28][CH2:27]2)=[CH:23][CH:22]=1, predict the reaction product. (8) Given the reactants [CH2:1]([N:3]1[C:12]2[C:7](=[CH:8][C:9]([N+:13]([O-:15])=[O:14])=[CH:10][CH:11]=2)[C:6](=[O:16])[NH:5][C:4]1=O)[CH3:2].[C:18](=[O:21])([O-])[O-].[K+].[K+].Br[CH2:25][CH:26]1CC1.[CH3:29]N(C=O)C, predict the reaction product. The product is: [CH:2]1([CH2:1][N:3]2[C:12]3[C:7](=[CH:8][C:9]([N+:13]([O-:15])=[O:14])=[CH:10][CH:11]=3)[C:6](=[O:16])[N:5]([CH2:4][CH3:29])[C:18]2=[O:21])[CH2:26][CH2:25]1. (9) Given the reactants [C:1]([NH:4][CH2:5][C:6]([OH:8])=O)(=[O:3])[CH3:2].[NH2:9][C:10]1[CH:11]=[C:12]([NH:17][C:18]2[C:19]3[C:26]([C:27]([C:29]4[CH:34]=[CH:33][CH:32]=[CH:31][CH:30]=4)=[O:28])=[CH:25][NH:24][C:20]=3[N:21]=[CH:22][N:23]=2)[CH:13]=[C:14]([Cl:16])[CH:15]=1.C(N)(=O)C1C=CC=CC=1, predict the reaction product. The product is: [C:1]([NH:4][CH2:5][C:6]([NH:9][C:10]1[CH:15]=[C:14]([Cl:16])[CH:13]=[C:12]([NH:17][C:18]2[C:19]3[C:26]([C:27](=[O:28])[C:29]4[CH:34]=[CH:33][CH:32]=[CH:31][CH:30]=4)=[CH:25][NH:24][C:20]=3[N:21]=[CH:22][N:23]=2)[CH:11]=1)=[O:8])(=[O:3])[CH3:2]. (10) The product is: [Cl:1][C:2]1[C:7]([F:8])=[CH:6][C:5]([F:9])=[C:4]([Cl:10])[C:3]=1[CH:11]([O:13][C:40]1[C:35]2[O:34][CH:33]=[C:32]([C:30]3[CH:29]=[N:28][N:27]([CH:24]4[CH2:23][CH2:22][N:21]([C:19]([O:18][C:14]([CH3:17])([CH3:16])[CH3:15])=[O:20])[CH2:26][CH2:25]4)[CH:31]=3)[C:36]=2[CH:37]=[N:38][C:39]=1[N+:42]([O-:44])=[O:43])[CH3:12]. Given the reactants [Cl:1][C:2]1[C:7]([F:8])=[CH:6][C:5]([F:9])=[C:4]([Cl:10])[C:3]=1[CH:11]([OH:13])[CH3:12].[C:14]([O:18][C:19]([N:21]1[CH2:26][CH2:25][CH:24]([N:27]2[CH:31]=[C:30]([C:32]3[C:36]4[CH:37]=[N:38][C:39]([N+:42]([O-:44])=[O:43])=[C:40](O)[C:35]=4[O:34][CH:33]=3)[CH:29]=[N:28]2)[CH2:23][CH2:22]1)=[O:20])([CH3:17])([CH3:16])[CH3:15].C1C=CC(P(C2C=CC=CC=2)C2C=CC=CC=2)=CC=1.N(C(OC(C)C)=O)=NC(OC(C)C)=O.CC(OC(/N=N/C(OC(C)C)=O)=O)C, predict the reaction product.